Dataset: Reaction yield outcomes from USPTO patents with 853,638 reactions. Task: Predict the reaction yield, written as a fraction of the theoretical maximum amount of product (1.0 means a 100% yield; for example, 0.34 means a 34% yield). (1) The product is [CH2:1]([NH:8][C:9]([C:11]1[S:15][C:14]([N:27]2[CH2:28][CH2:29][N:25]([CH2:18][C:19]3[CH:24]=[CH:23][CH:22]=[CH:21][CH:20]=3)[C:26]2=[N:30][C:31]#[N:32])=[N:13][C:12]=1[CH3:17])=[O:10])[C:2]1[CH:7]=[CH:6][CH:5]=[CH:4][CH:3]=1. The yield is 0.0800. The catalyst is CN(C)C=O.[Cu]I. The reactants are [CH2:1]([NH:8][C:9]([C:11]1[S:15][C:14](Br)=[N:13][C:12]=1[CH3:17])=[O:10])[C:2]1[CH:7]=[CH:6][CH:5]=[CH:4][CH:3]=1.[CH2:18]([N:25]1[CH2:29][CH2:28][NH:27][C:26]1=[N:30][C:31]#[N:32])[C:19]1[CH:24]=[CH:23][CH:22]=[CH:21][CH:20]=1.C1(N)CCCCC1N.C(=O)([O-])[O-].[K+].[K+]. (2) The reactants are [OH:1][C:2]1([C:17]#[C:18]/[C:19](/[C:26]([F:29])([F:28])[F:27])=[CH:20]\[C:21]([O:23][CH2:24][CH3:25])=[O:22])[C:13]([CH3:15])([CH3:14])[CH2:12][C:5]2(OC(C)C(C)[O:6]2)[CH:4]=[C:3]1[CH3:16].Cl.O. The catalyst is CC(C)=O. The product is [OH:1][C:2]1([C:17]#[C:18]/[C:19](/[C:26]([F:27])([F:28])[F:29])=[CH:20]\[C:21]([O:23][CH2:24][CH3:25])=[O:22])[C:13]([CH3:14])([CH3:15])[CH2:12][C:5](=[O:6])[CH:4]=[C:3]1[CH3:16]. The yield is 0.790. (3) The reactants are [CH3:1][O:2][C:3](=[O:24])[C:4]([N:6]([C:13]1[CH:18]=[C:17]([Cl:19])[CH:16]=[CH:15][C:14]=1[C:20](=[O:23])[CH2:21][CH3:22])[C:7]1[CH:12]=[CH:11][CH:10]=[CH:9][CH:8]=1)=O.C(=O)([O-])[O-].[K+].[K+]. The catalyst is CO. The product is [CH3:1][O:2][C:3]([C:4]1[N:6]([C:7]2[CH:12]=[CH:11][CH:10]=[CH:9][CH:8]=2)[C:13]2[C:14]([C:20](=[O:23])[C:21]=1[CH3:22])=[CH:15][CH:16]=[C:17]([Cl:19])[CH:18]=2)=[O:24]. The yield is 0.734. (4) The reactants are [C:1]([NH:4][C:5]1[CH:13]=[CH:12][C:8]([C:9]([NH2:11])=[O:10])=[CH:7][CH:6]=1)(=[O:3])[CH3:2].[C:14](Cl)(=[O:18])C(Cl)=O.Cl.[F:21][C:22]1[CH:34]=[CH:33][C:25]([CH2:26][CH:27]2[CH2:32][CH2:31][NH:30][CH2:29][CH2:28]2)=[CH:24][CH:23]=1.C(N(CC)CC)C. The catalyst is ClCCCl.O. The product is [C:1]([NH:4][C:5]1[CH:13]=[CH:12][C:8]([C:9]([NH:11][C:14]([N:30]2[CH2:31][CH2:32][CH:27]([CH2:26][C:25]3[CH:24]=[CH:23][C:22]([F:21])=[CH:34][CH:33]=3)[CH2:28][CH2:29]2)=[O:18])=[O:10])=[CH:7][CH:6]=1)(=[O:3])[CH3:2]. The yield is 0.200. (5) The reactants are [O:1]=[C:2]1[CH2:7][S:6][C:5]2[CH:8]=[CH:9][C:10]([C:12]([OH:14])=O)=[N:11][C:4]=2[NH:3]1.[CH3:15][O:16][C:17]1[CH:26]=[C:25]2[C:20]([N:21]=[CH:22][C:23]([S:27][CH2:28][CH2:29][N:30]3[CH2:35][CH2:34][CH:33]([NH2:36])[CH2:32][CH2:31]3)=[N:24]2)=[CH:19][CH:18]=1. No catalyst specified. The product is [CH3:15][O:16][C:17]1[CH:26]=[C:25]2[C:20]([N:21]=[CH:22][C:23]([S:27][CH2:28][CH2:29][N:30]3[CH2:31][CH2:32][CH:33]([NH:36][C:12]([C:10]4[CH:9]=[CH:8][C:5]5[S:6][CH2:7][C:2](=[O:1])[NH:3][C:4]=5[N:11]=4)=[O:14])[CH2:34][CH2:35]3)=[N:24]2)=[CH:19][CH:18]=1. The yield is 0.100. (6) The reactants are C([O:8][C:9]1[CH:10]=[C:11]([C:17]2([C:20]([NH:22][C:23]3[CH:28]=[CH:27][CH:26]=[C:25]([C:29]4[CH:34]=[CH:33][C:32]([S:35]([N:38]5[CH2:42][CH2:41][CH2:40][C@@H:39]5[CH2:43][OH:44])(=[O:37])=[O:36])=[CH:31][CH:30]=4)[N:24]=3)=[O:21])[CH2:19][CH2:18]2)[CH:12]=[CH:13][C:14]=1[O:15][CH3:16])C1C=CC=CC=1.[H][H]. The catalyst is C(O)C.[Pd]. The product is [OH:8][C:9]1[CH:10]=[C:11]([C:17]2([C:20]([NH:22][C:23]3[CH:28]=[CH:27][CH:26]=[C:25]([C:29]4[CH:34]=[CH:33][C:32]([S:35]([N:38]5[CH2:42][CH2:41][CH2:40][C@@H:39]5[CH2:43][OH:44])(=[O:37])=[O:36])=[CH:31][CH:30]=4)[N:24]=3)=[O:21])[CH2:18][CH2:19]2)[CH:12]=[CH:13][C:14]=1[O:15][CH3:16]. The yield is 0.340.